Dataset: HIV replication inhibition screening data with 41,000+ compounds from the AIDS Antiviral Screen. Task: Binary Classification. Given a drug SMILES string, predict its activity (active/inactive) in a high-throughput screening assay against a specified biological target. (1) The drug is O=C1NC23C4C5C6C4C2(N1)C6C53. The result is 0 (inactive). (2) The molecule is COC(=O)C1=C(C(=O)OC)C2C3CC4C(C13)C42. The result is 0 (inactive). (3) The drug is CCOC(=O)C(=Cc1cccc(C#N)c1)C(C)=O. The result is 0 (inactive). (4) The drug is CCCCCCCCCCCCCCCCC(O)CS(=O)(=O)O. The result is 0 (inactive). (5) The molecule is CCOC(=O)C(=Cc1cccc(Cl)c1)C(C)=O. The result is 0 (inactive). (6) The compound is NNC(=O)CC(=O)Nc1ccccc1F. The result is 0 (inactive). (7) The compound is COc1ccc(-n2c(=O)n(C)c(=O)n2-c2ccc(OC)cc2)cc1. The result is 0 (inactive).